Dataset: Full USPTO retrosynthesis dataset with 1.9M reactions from patents (1976-2016). Task: Predict the reactants needed to synthesize the given product. (1) Given the product [CH3:12][S:11][C:8]1[CH:9]=[CH:10][C:2]([N:13]2[CH2:18][CH2:17][O:16][CH2:15][CH2:14]2)=[C:3]([CH:7]=1)[C:4]([OH:6])=[O:5], predict the reactants needed to synthesize it. The reactants are: Cl[C:2]1[CH:10]=[CH:9][C:8]([S:11][CH3:12])=[CH:7][C:3]=1[C:4]([OH:6])=[O:5].[NH:13]1[CH2:18][CH2:17][O:16][CH2:15][CH2:14]1.C(=O)([O-])[O-].[K+].[K+]. (2) Given the product [CH3:17][C:16]1[N:15]([C:18]2[CH:23]=[CH:22][CH:21]=[C:20]([C:24]([F:27])([F:25])[F:26])[CH:19]=2)[C:14](=[O:28])[C:13]([C:29]([NH:31][CH2:32][C:33]2[CH:34]=[CH:35][C:36]([S:39]([CH3:42])(=[O:41])=[O:40])=[CH:37][CH:38]=2)=[O:30])=[CH:12][C:11]=1[C:1]1[CH:6]=[CH:5][CH:4]=[CH:3][CH:2]=1, predict the reactants needed to synthesize it. The reactants are: [C:1]1(B(O)O)[CH:6]=[CH:5][CH:4]=[CH:3][CH:2]=1.I[C:11]1[CH:12]=[C:13]([C:29]([NH:31][CH2:32][C:33]2[CH:38]=[CH:37][C:36]([S:39]([CH3:42])(=[O:41])=[O:40])=[CH:35][CH:34]=2)=[O:30])[C:14](=[O:28])[N:15]([C:18]2[CH:23]=[CH:22][CH:21]=[C:20]([C:24]([F:27])([F:26])[F:25])[CH:19]=2)[C:16]=1[CH3:17].C1(C)C=CC=CC=1.C([O-])([O-])=O.[Na+].[Na+]. (3) Given the product [CH2:31]([O:30][C:28](=[O:29])[NH:17][CH2:16][CH:13]1[CH2:12][C:11]2[CH:10]=[CH:9][CH:8]=[C:7]([C:3]3[CH:2]=[N:1][CH:6]=[CH:5][CH:4]=3)[C:15]=2[O:14]1)[C:32]1[CH:37]=[CH:36][CH:35]=[CH:34][CH:33]=1, predict the reactants needed to synthesize it. The reactants are: [N:1]1[CH:6]=[CH:5][CH:4]=[C:3]([C:7]2[C:15]3[O:14][CH:13]([CH2:16][NH2:17])[CH2:12][C:11]=3[CH:10]=[CH:9][CH:8]=2)[CH:2]=1.C(N(C(C)C)CC)(C)C.Cl[C:28]([O:30][CH2:31][C:32]1[CH:37]=[CH:36][CH:35]=[CH:34][CH:33]=1)=[O:29].C1(C2C3OC(CNC(=O)OCC4C=CC=CC=4)CC=3C=CC=2)CCCC1.